Regression. Given a peptide amino acid sequence and an MHC pseudo amino acid sequence, predict their binding affinity value. This is MHC class I binding data. From a dataset of Peptide-MHC class I binding affinity with 185,985 pairs from IEDB/IMGT. (1) The binding affinity (normalized) is 0.102. The MHC is H-2-Kb with pseudo-sequence H-2-Kb. The peptide sequence is KIFEDQLL. (2) The peptide sequence is GGNVYVKF. The MHC is Mamu-B52 with pseudo-sequence Mamu-B52. The binding affinity (normalized) is 0.716. (3) The MHC is HLA-A02:01 with pseudo-sequence HLA-A02:01. The peptide sequence is RRQDILDLWI. The binding affinity (normalized) is 0.0324. (4) The peptide sequence is GMFANRWII. The MHC is BoLA-HD6 with pseudo-sequence BoLA-HD6. The binding affinity (normalized) is 0.728. (5) The peptide sequence is IPRQWHPFA. The binding affinity (normalized) is 0.0847. The MHC is HLA-A26:01 with pseudo-sequence HLA-A26:01. (6) The peptide sequence is DAYRAIHSL. The MHC is HLA-A31:01 with pseudo-sequence HLA-A31:01. The binding affinity (normalized) is 0. (7) The peptide sequence is EVFEIIRSY. The binding affinity (normalized) is 0.0847. The MHC is HLA-B08:01 with pseudo-sequence HLA-B08:01. (8) The peptide sequence is YMGLVKKAK. The MHC is HLA-B57:01 with pseudo-sequence HLA-B57:01. The binding affinity (normalized) is 0.0847. (9) The peptide sequence is RLKQLKRQL. The binding affinity (normalized) is 0.238. The MHC is HLA-A02:01 with pseudo-sequence HLA-A02:01. (10) The peptide sequence is RMFPTAFEF. The MHC is Mamu-B52 with pseudo-sequence Mamu-B52. The binding affinity (normalized) is 0.779.